Dataset: Full USPTO retrosynthesis dataset with 1.9M reactions from patents (1976-2016). Task: Predict the reactants needed to synthesize the given product. (1) Given the product [CH2:1]([O:3][C:4](=[O:34])[C@@:5]([OH:33])([CH3:32])[CH2:6][N:7]([CH2:17][C:18]1[CH:19]=[CH:20][C:21]([C:24]2[CH:29]=[C:28]([Cl:30])[CH:27]=[CH:26][C:25]=2[F:31])=[CH:22][CH:23]=1)[NH:8][C:9]([C:11]1[O:15][N:14]=[C:13]([OH:16])[CH:12]=1)=[O:10])[CH2:2][CH2:35][CH2:36][CH2:37][CH2:38][CH3:39], predict the reactants needed to synthesize it. The reactants are: [CH2:1]([O:3][C:4](=[O:34])[C@@:5]([OH:33])([CH3:32])[CH2:6][N:7]([CH2:17][C:18]1[CH:23]=[CH:22][C:21]([C:24]2[CH:29]=[C:28]([Cl:30])[CH:27]=[CH:26][C:25]=2[F:31])=[CH:20][CH:19]=1)[NH:8][C:9]([C:11]1[O:15][N:14]=[C:13]([OH:16])[CH:12]=1)=[O:10])[CH3:2].[CH2:35](O)[CH2:36][CH2:37][CH2:38][CH2:39]CC.Cl.O1CCOCC1. (2) Given the product [CH3:1][O:2][C:3]1[CH:10]=[CH:9][CH:8]=[C:7]2[C:4]=1[CH:5]=[N:15][CH:14]=[CH:13]2, predict the reactants needed to synthesize it. The reactants are: [CH3:1][O:2][C:3]1[CH:10]=[CH:9][CH:8]=[CH:7][C:4]=1[CH:5]=O.CO[CH:13](OC)[CH2:14][NH2:15].ClC(OCC)=O.P(OC)(OC)OC.[OH-].[Na+]. (3) Given the product [CH3:1][N:2]([CH3:3])[CH2:4][CH2:5][O:6][C:19](=[O:22])[NH:30][CH2:31][CH2:32][CH2:33][O:34][C:35]1[CH:40]=[CH:39][C:38]([Cl:41])=[CH:37][C:36]=1[NH:42][C:43]([NH:45][C:46]1[CH:51]=[CH:50][C:49]([C:52]#[N:53])=[CH:48][N:47]=1)=[O:44], predict the reactants needed to synthesize it. The reactants are: [CH3:1][N:2]([CH2:4][CH2:5][OH:6])[CH3:3].ClC(Cl)(OC(=O)OC(Cl)(Cl)Cl)Cl.[C:19](=[O:22])(O)[O-].[Na+].C(=O)([O-])[O-].[K+].[K+].[NH2:30][CH2:31][CH2:32][CH2:33][O:34][C:35]1[CH:40]=[CH:39][C:38]([Cl:41])=[CH:37][C:36]=1[NH:42][C:43]([NH:45][C:46]1[CH:51]=[CH:50][C:49]([C:52]#[N:53])=[CH:48][N:47]=1)=[O:44].